Dataset: Full USPTO retrosynthesis dataset with 1.9M reactions from patents (1976-2016). Task: Predict the reactants needed to synthesize the given product. (1) The reactants are: [C:1]([C@H:5]1[CH2:10][CH2:9][C@H:8]([NH:11][C:12]2[N:13]=[CH:14][C:15]3[C:20]([CH:21]=2)=[CH:19][C:18]([C:22]([NH:24][CH:25]2[CH2:30][CH2:29][CH2:28][CH:27]([C:31]([O:33]C)=[O:32])[CH2:26]2)=[O:23])=[CH:17][CH:16]=3)[CH2:7][CH2:6]1)([CH3:4])([CH3:3])[CH3:2].[OH-].[Na+]. Given the product [C:1]([C@H:5]1[CH2:6][CH2:7][C@H:8]([NH:11][C:12]2[N:13]=[CH:14][C:15]3[C:20]([CH:21]=2)=[CH:19][C:18]([C:22]([NH:24][CH:25]2[CH2:30][CH2:29][CH2:28][CH:27]([C:31]([OH:33])=[O:32])[CH2:26]2)=[O:23])=[CH:17][CH:16]=3)[CH2:9][CH2:10]1)([CH3:4])([CH3:2])[CH3:3], predict the reactants needed to synthesize it. (2) Given the product [CH3:1][O:2][C:3]([C:4]1[CH:9]=[C:8]([NH2:10])[C:7]2[N:6]([N:25]=[C:33]([C:28]3[CH:29]=[CH:30][CH:31]=[CH:32][N:27]=3)[N:11]=2)[CH:5]=1)=[O:12], predict the reactants needed to synthesize it. The reactants are: [CH3:1][O:2][C:3](=[O:12])[C:4]1[CH:9]=[C:8]([NH2:10])[C:7]([NH2:11])=[N:6][CH:5]=1.C1(C)C=C(C)C=C(C)C=1S(O[NH2:25])(=O)=O.[N:27]1[CH:32]=[CH:31][CH:30]=[CH:29][C:28]=1[CH:33]=O. (3) Given the product [F:19][C:20]1[CH:25]=[CH:24][C:23]([C:8]2[CH:9]=[C:10]3[C:15](=[CH:16][CH:17]=2)[CH:14]=[C:13]([OH:18])[CH:12]=[CH:11]3)=[CH:22][CH:21]=1, predict the reactants needed to synthesize it. The reactants are: C(=O)([O-])[O-].[Na+].[Na+].Br[C:8]1[CH:9]=[C:10]2[C:15](=[CH:16][CH:17]=1)[CH:14]=[C:13]([OH:18])[CH:12]=[CH:11]2.[F:19][C:20]1[CH:25]=[CH:24][C:23](B(O)O)=[CH:22][CH:21]=1.Cl. (4) Given the product [Cl:13][C:14]1[N:19]=[C:18]([C:6]2[C:7]3[C:12](=[CH:11][CH:10]=[CH:9][CH:8]=3)[NH:4][CH:5]=2)[CH:17]=[CH:16][N:15]=1, predict the reactants needed to synthesize it. The reactants are: C[Mg+].[Br-].[NH:4]1[C:12]2[C:7](=[CH:8][CH:9]=[CH:10][CH:11]=2)[CH:6]=[CH:5]1.[Cl:13][C:14]1[N:19]=[C:18](Cl)[CH:17]=[CH:16][N:15]=1. (5) Given the product [CH:25]1[CH:24]=[C:23]2[CH:22]([CH2:21][O:20][C:18]([NH:17][CH:13]([C:14]([OH:16])=[O:15])[CH2:12][CH2:11][CH2:10][CH2:9][NH2:8])=[O:19])[C:34]3[C:29]([C:28]2=[CH:27][CH:26]=1)=[CH:30][CH:31]=[CH:32][CH:33]=3, predict the reactants needed to synthesize it. The reactants are: CC(OC([NH:8][CH2:9][CH2:10][CH2:11][CH2:12][C@H:13]([NH:17][C:18]([O:20][CH2:21][CH:22]1[C:34]2[C:29](=[CH:30][CH:31]=[CH:32][CH:33]=2)[C:28]2[C:23]1=[CH:24][CH:25]=[CH:26][CH:27]=2)=[O:19])[C:14]([OH:16])=[O:15])=O)(C)C. (6) Given the product [Br:17][C:18]1[CH:23]=[CH:22][C:21]([NH:24][C:25]([NH:16][C:10]2[CH:11]=[CH:12][C:13]([O:14][CH3:15])=[C:8]([C:3]3[N:4]([CH3:7])[N:5]=[CH:6][C:2]=3[F:1])[CH:9]=2)=[O:26])=[CH:20][CH:19]=1, predict the reactants needed to synthesize it. The reactants are: [F:1][C:2]1[CH:6]=[N:5][N:4]([CH3:7])[C:3]=1[C:8]1[CH:9]=[C:10]([NH2:16])[CH:11]=[CH:12][C:13]=1[O:14][CH3:15].[Br:17][C:18]1[CH:23]=[CH:22][C:21]([N:24]=[C:25]=[O:26])=[CH:20][CH:19]=1. (7) Given the product [CH3:28][C:27]([CH3:30])([CH3:29])[CH2:26][N:31]1[C:13]([C:14]2[CH:19]=[CH:18][N:17]=[CH:16][CH:15]=2)=[C:12]([C:20]([O:22][CH2:23][CH3:24])=[O:21])[CH:11]=[N:32]1, predict the reactants needed to synthesize it. The reactants are: C1(CCN2[C:13]([C:14]3[CH:19]=[CH:18][N:17]=[CH:16][CH:15]=3)=[C:12]([C:20]([O:22][CH2:23][CH3:24])=[O:21])[CH:11]=N2)C=CC=CC=1.Cl.[CH2:26]([NH:31][NH2:32])[C:27]([CH3:30])([CH3:29])[CH3:28]. (8) Given the product [CH:27]1([NH:26][C:24](=[O:25])[C:23]2[CH:30]=[CH:31][C:20]([B:9]3[O:10][C:11]([CH3:16])([CH3:17])[C:12]([CH3:14])([CH3:15])[O:13]3)=[CH:21][CH:22]=2)[CH2:28][CH2:29]1, predict the reactants needed to synthesize it. The reactants are: [CH3:16][C:11]1([CH3:17])[C:12]([CH3:15])([CH3:14])[O:13][B:9]([B:9]2[O:13][C:12]([CH3:15])([CH3:14])[C:11]([CH3:17])([CH3:16])[O:10]2)[O:10]1.Br[C:20]1[CH:31]=[CH:30][C:23]([C:24]([NH:26][CH:27]2[CH2:29][CH2:28]2)=[O:25])=[CH:22][CH:21]=1.C([O-])(=O)C.[K+].